From a dataset of Forward reaction prediction with 1.9M reactions from USPTO patents (1976-2016). Predict the product of the given reaction. (1) Given the reactants [CH2:1]([O:8][C:9]1[CH:18]=[CH:17][C:12]([C:13]([O:15]C)=[O:14])=[CH:11][C:10]=1[O:19][CH2:20][CH2:21][C:22]([F:25])([F:24])[F:23])[C:2]1[CH:7]=[CH:6][CH:5]=[CH:4][CH:3]=1.[OH-].[Li+], predict the reaction product. The product is: [CH2:1]([O:8][C:9]1[CH:18]=[CH:17][C:12]([C:13]([OH:15])=[O:14])=[CH:11][C:10]=1[O:19][CH2:20][CH2:21][C:22]([F:23])([F:25])[F:24])[C:2]1[CH:3]=[CH:4][CH:5]=[CH:6][CH:7]=1. (2) Given the reactants Cl[C:2]1[N:3]=[C:4]([N:19]2[CH2:24][CH2:23][O:22][CH2:21][CH2:20]2)[C:5]2[S:10][C:9]([CH2:11][N:12]3[CH2:17][CH2:16][N:15]([CH3:18])[CH2:14][CH2:13]3)=[CH:8][C:6]=2[N:7]=1.[CH3:25][O:26][C:27]1[CH:49]=[CH:48][C:30]([CH2:31][O:32][C:33]2[CH:34]=[N:35][CH:36]=[C:37](B3OC(C)(C)C(C)(C)O3)[CH:38]=2)=[CH:29][CH:28]=1, predict the reaction product. The product is: [CH3:25][O:26][C:27]1[CH:28]=[CH:29][C:30]([CH2:31][O:32][C:33]2[CH:38]=[C:37]([C:2]3[N:3]=[C:4]([N:19]4[CH2:24][CH2:23][O:22][CH2:21][CH2:20]4)[C:5]4[S:10][C:9]([CH2:11][N:12]5[CH2:17][CH2:16][N:15]([CH3:18])[CH2:14][CH2:13]5)=[CH:8][C:6]=4[N:7]=3)[CH:36]=[N:35][CH:34]=2)=[CH:48][CH:49]=1. (3) Given the reactants ClC1C=C(C=CC=1Cl)[C:5]([NH:7][CH:8]1[C:14](=[O:15])[NH:13][C:12]2[CH:16]=[CH:17][CH:18]=[CH:19][C:11]=2[C:10]([C:20]2[CH:25]=[CH:24][CH:23]=[CH:22][CH:21]=2)=[N:9]1)=[O:6].[Cl:30][C:31]1[CH:36]=[CH:35][C:34]([N:37]=C=O)=[CH:33][CH:32]=1.C(N(CC)CC)C, predict the reaction product. The product is: [Cl:30][C:31]1[CH:36]=[CH:35][C:34]([NH:37][C:5]([NH:7][CH:8]2[C:14](=[O:15])[NH:13][C:12]3[CH:16]=[CH:17][CH:18]=[CH:19][C:11]=3[C:10]([C:20]3[CH:25]=[CH:24][CH:23]=[CH:22][CH:21]=3)=[N:9]2)=[O:6])=[CH:33][CH:32]=1. (4) Given the reactants [CH2:1]([O:3][C:4]1[C:8]([CH2:9][C:10](OCC)=[O:11])=[CH:7][N:6]([C:15]2[CH:20]=[CH:19][C:18]([C:21]([F:24])([F:23])[F:22])=[CH:17][N:16]=2)[N:5]=1)[CH3:2].[H-].C([Al+]CC(C)C)C(C)C.Cl, predict the reaction product. The product is: [CH2:1]([O:3][C:4]1[C:8]([CH2:9][CH2:10][OH:11])=[CH:7][N:6]([C:15]2[CH:20]=[CH:19][C:18]([C:21]([F:22])([F:24])[F:23])=[CH:17][N:16]=2)[N:5]=1)[CH3:2]. (5) Given the reactants Br[C:2]1[CH:3]=[C:4]2[C:9](=[CH:10][CH:11]=1)[O:8][CH2:7][CH2:6][CH2:5]2.C([Sn](CCCC)(CCCC)[C:17]([O:19]CC)=[CH2:18])CCC, predict the reaction product. The product is: [C:17]([C:2]1[CH:3]=[C:4]2[C:9](=[CH:10][CH:11]=1)[O:8][CH2:7][CH2:6][CH2:5]2)(=[O:19])[CH3:18]. (6) Given the reactants CS(O[C@H:6]1[CH2:10][CH2:9][C@@H:8]([NH:11][C:12]2[C:13]3[N:14]([CH:21]=[CH:22][CH:23]=3)[N:15]=[CH:16][C:17]=2[C:18](=[O:20])[NH2:19])[C:7]1([CH3:25])[CH3:24])(=O)=O, predict the reaction product. The product is: [CH3:24][C:7]1([CH3:25])[CH:6]=[CH:10][CH2:9][CH:8]1[NH:11][C:12]1[C:13]2[N:14]([CH:21]=[CH:22][CH:23]=2)[N:15]=[CH:16][C:17]=1[C:18]([NH2:19])=[O:20]. (7) Given the reactants [NH2:1][C:2]1[N:7]=[CH:6][N:5]=[C:4]2[N:8]([C@@H:25]3[CH2:30][CH2:29][CH2:28][N:27]([C:31](=[O:35])[CH2:32][C:33]#[N:34])[CH2:26]3)[N:9]=[C:10]([C:11]3[CH:16]=[CH:15][C:14]([O:17][C:18]4[CH:23]=[CH:22][CH:21]=[CH:20][CH:19]=4)=[CH:13][C:12]=3[F:24])[C:3]=12.[CH3:36][C:37]([N:41]1[CH2:46][CH2:45][N:44]([CH3:47])[CH2:43][CH2:42]1)([CH3:40])[CH:38]=O.N1CCCCC1, predict the reaction product. The product is: [NH2:1][C:2]1[N:7]=[CH:6][N:5]=[C:4]2[N:8]([C@@H:25]3[CH2:30][CH2:29][CH2:28][N:27]([C:31]([C:32](=[CH:38][C:37]([CH3:40])([N:41]4[CH2:42][CH2:43][N:44]([CH3:47])[CH2:45][CH2:46]4)[CH3:36])[C:33]#[N:34])=[O:35])[CH2:26]3)[N:9]=[C:10]([C:11]3[CH:16]=[CH:15][C:14]([O:17][C:18]4[CH:19]=[CH:20][CH:21]=[CH:22][CH:23]=4)=[CH:13][C:12]=3[F:24])[C:3]=12. (8) Given the reactants [C:1]1([N:7]2[C:19]3[CH:18]=[CH:17][C:16]([C:20]4[CH:21]=[CH:22][C:23]5[NH:24][C:25]6[C:30]([C:31]=5[CH:32]=4)=[CH:29][CH:28]=[CH:27][CH:26]=6)=[CH:15][C:14]=3C3C2=CC=CC=3)[CH:6]=[CH:5][CH:4]=[CH:3][CH:2]=1.[Br:33][C:34]1[CH:39]=[CH:38][C:37](I)=[CH:36][CH:35]=1.C(=O)([O-])[O-].[K+].[K+].[Na], predict the reaction product. The product is: [Br:33][C:34]1[CH:39]=[CH:38][C:37]([C:22]2[C:23]3[NH:24][C:25]4[C:30](=[CH:29][CH:28]=[CH:27][CH:26]=4)[C:31]=3[CH:32]=[C:20]([C:16]3[CH:17]=[CH:18][C:19]4[NH:7][C:1]5[C:2]([C:14]=4[CH:15]=3)=[CH:3][CH:4]=[CH:5][CH:6]=5)[CH:21]=2)=[CH:36][CH:35]=1.